Task: Predict the product of the given reaction.. Dataset: Forward reaction prediction with 1.9M reactions from USPTO patents (1976-2016) (1) Given the reactants [CH2:1]([Mg]Br)[CH3:2].COCN[C:9]([CH:11]1[CH2:14][N:13]([CH:15]([C:22]2[CH:27]=[CH:26][CH:25]=[CH:24][CH:23]=2)[C:16]2[CH:21]=[CH:20][CH:19]=[CH:18][CH:17]=2)[CH2:12]1)=[O:10].[Cl-].[NH4+], predict the reaction product. The product is: [CH:15]([N:13]1[CH2:14][CH:11]([C:9](=[O:10])[CH2:1][CH3:2])[CH2:12]1)([C:22]1[CH:27]=[CH:26][CH:25]=[CH:24][CH:23]=1)[C:16]1[CH:17]=[CH:18][CH:19]=[CH:20][CH:21]=1. (2) The product is: [CH2:1]([N:8]1[CH2:13][CH2:12][C:11]([C:14]2[CH:15]=[C:16]([O:20][S:40]([C:43]([F:46])([F:45])[F:44])(=[O:42])=[O:41])[CH:17]=[CH:18][CH:19]=2)([C:21]2[CH:22]=[CH:23][C:24]([C:25](=[O:26])[N:27]([CH2:28][CH3:29])[CH2:30][CH3:31])=[CH:32][CH:33]=2)[CH2:10][CH2:9]1)[C:2]1[CH:3]=[CH:4][CH:5]=[CH:6][CH:7]=1. Given the reactants [CH2:1]([N:8]1[CH2:13][CH2:12][C:11]([C:21]2[CH:33]=[CH:32][C:24]([C:25]([N:27]([CH2:30][CH3:31])[CH2:28][CH3:29])=[O:26])=[CH:23][CH:22]=2)([C:14]2[CH:19]=[CH:18][CH:17]=[C:16]([OH:20])[CH:15]=2)[CH2:10][CH2:9]1)[C:2]1[CH:7]=[CH:6][CH:5]=[CH:4][CH:3]=1.N1C=CC=CC=1.[S:40](O[S:40]([C:43]([F:46])([F:45])[F:44])(=[O:42])=[O:41])([C:43]([F:46])([F:45])[F:44])(=[O:42])=[O:41].C([O-])(O)=O.[Na+], predict the reaction product. (3) Given the reactants [Br:1][C:2]1[C:3]([F:13])=[CH:4][CH:5]=[C:6]2[C:11]=1[NH:10][C:9](=[O:12])[CH:8]=[CH:7]2.[C:14](=O)([O-])[O-].[K+].[K+].IC, predict the reaction product. The product is: [Br:1][C:2]1[C:3]([F:13])=[CH:4][CH:5]=[C:6]2[C:11]=1[N:10]=[C:9]([O:12][CH3:14])[CH:8]=[CH:7]2. (4) Given the reactants Br[C:2]1[CH:7]=[CH:6][C:5]([NH:8][C:9]([C:11]2[N:19]3[C:14]([CH:15]=[C:16]([CH:20]([CH3:22])[CH3:21])[CH:17]=[CH:18]3)=[C:13]([C:23](=[O:28])[C:24]([CH3:27])([CH3:26])[CH3:25])[C:12]=2[CH2:29][C:30]([CH3:37])([CH3:36])[C:31]([O:33][CH2:34][CH3:35])=[O:32])=[O:10])=[CH:4][CH:3]=1.[CH3:38][O:39][C:40]1[CH:45]=[CH:44][C:43](B(O)O)=[CH:42][N:41]=1.O, predict the reaction product. The product is: [CH3:25][C:24]([CH3:27])([CH3:26])[C:23]([C:13]1[C:12]([CH2:29][C:30]([CH3:37])([CH3:36])[C:31]([O:33][CH2:34][CH3:35])=[O:32])=[C:11]([C:9](=[O:10])[NH:8][C:5]2[CH:6]=[CH:7][C:2]([C:43]3[CH:42]=[N:41][C:40]([O:39][CH3:38])=[CH:45][CH:44]=3)=[CH:3][CH:4]=2)[N:19]2[C:14]=1[CH:15]=[C:16]([CH:20]([CH3:22])[CH3:21])[CH:17]=[CH:18]2)=[O:28]. (5) Given the reactants [NH2:1][C:2]1[C:3](/[CH:10]=[CH:11]/[C:12]([O:14]CC)=O)=[N:4][CH:5]=[C:6]([O:8][CH3:9])[CH:7]=1.C[O-].[Na+].CO, predict the reaction product. The product is: [CH3:9][O:8][C:6]1[CH:7]=[C:2]2[C:3]([CH:10]=[CH:11][C:12](=[O:14])[NH:1]2)=[N:4][CH:5]=1. (6) The product is: [CH:13]1([C:12]#[C:11][C:10]2[CH:9]=[N:8][N:6]3[CH:7]=[C:2]([C:32]4[CH:31]=[N:30][N:29]([CH2:28][CH:27]([F:43])[CH2:26][OH:25])[CH:33]=4)[CH:3]=[C:4]([O:16][CH3:17])[C:5]=23)[CH2:15][CH2:14]1. Given the reactants Br[C:2]1[CH:3]=[C:4]([O:16][CH3:17])[C:5]2[N:6]([N:8]=[CH:9][C:10]=2[C:11]#[C:12][CH:13]2[CH2:15][CH2:14]2)[CH:7]=1.[Si]([O:25][CH2:26][CH:27]([F:43])[CH2:28][N:29]1[CH:33]=[C:32](B2OC(C)(C)C(C)(C)O2)[CH:31]=[N:30]1)(C(C)(C)C)(C)C.[F-].[K+].F[B-](F)(F)F.C([PH+](C(C)(C)C)C(C)(C)C)(C)(C)C.[F-].C([N+](CCCC)(CCCC)CCCC)CCC, predict the reaction product. (7) Given the reactants [OH-].[Na+].[NH2:3][C:4]1[CH:11]=[CH:10][C:9]([S:12][C:13]#N)=[CH:8][C:5]=1[C:6]#[N:7].[BH4-].[Na+].S(OC)(OC)(=O)=O, predict the reaction product. The product is: [NH2:3][C:4]1[CH:11]=[CH:10][C:9]([S:12][CH3:13])=[CH:8][C:5]=1[C:6]#[N:7].